From a dataset of Forward reaction prediction with 1.9M reactions from USPTO patents (1976-2016). Predict the product of the given reaction. (1) The product is: [CH3:21][C:18]1[CH:17]=[CH:16][C:15]([C:2]2[C:11]3[C:6](=[CH:7][CH:8]=[C:9]([Br:12])[CH:10]=3)[C:5]([CH3:14])([CH3:13])[CH2:4][CH:3]=2)=[CH:20][CH:19]=1. Given the reactants O[C:2]1([C:15]2[CH:20]=[CH:19][C:18]([CH3:21])=[CH:17][CH:16]=2)[C:11]2[C:6](=[CH:7][CH:8]=[C:9]([Br:12])[CH:10]=2)[C:5]([CH3:14])([CH3:13])[CH2:4][CH2:3]1.C1C=CC=CC=1.O.C1(C)C=CC(S(O)(=O)=O)=CC=1, predict the reaction product. (2) Given the reactants [Cl-:1].[CH3:2][O:3][C:4]([C:6]1([NH3+:15])[CH2:8][CH:7]1[C:9]1[CH:14]=[CH:13][CH:12]=[CH:11][CH:10]=1)=[O:5].C(=O)(O)[O-].[Na+], predict the reaction product. The product is: [Cl-:1].[CH3:2][O:3][C:4]([C@@:6]1([NH3+:15])[CH2:8][C@@H:7]1[C:9]1[CH:14]=[CH:13][CH:12]=[CH:11][CH:10]=1)=[O:5].